Dataset: Reaction yield outcomes from USPTO patents with 853,638 reactions. Task: Predict the reaction yield, written as a fraction of the theoretical maximum amount of product (1.0 means a 100% yield; for example, 0.34 means a 34% yield). (1) The reactants are [CH:1]1([C:4]2[NH:5][C:6]([CH2:9][C:10]#[N:11])=[N:7][N:8]=2)[CH2:3][CH2:2]1.C([O:14][C:15](=O)[CH:16]([C:20]1[CH:25]=[CH:24][CH:23]=[CH:22][CH:21]=1)[C:17]([CH3:19])=O)C.C([O-])(=O)C.[NH4+]. No catalyst specified. The product is [CH:1]1([C:4]2[NH:5][C:6]3=[C:9]([C:10]#[N:11])[C:17]([CH3:19])=[C:16]([C:20]4[CH:25]=[CH:24][CH:23]=[CH:22][CH:21]=4)[C:15](=[O:14])[N:7]3[N:8]=2)[CH2:3][CH2:2]1. The yield is 0.210. (2) The product is [CH2:16]([O:15][C:6]1[CH:7]=[C:8]([C:11]([F:12])([F:13])[F:14])[CH:9]=[CH:10][C:5]=1[CH:4]=[O:19])[CH2:17][CH3:18]. The yield is 1.00. The reactants are CON(C)[C:4](=[O:19])[C:5]1[CH:10]=[CH:9][C:8]([C:11]([F:14])([F:13])[F:12])=[CH:7][C:6]=1[O:15][CH2:16][CH2:17][CH3:18].[H-].[H-].[H-].[H-].[Li+].[Al+3]. The catalyst is C1COCC1. (3) The product is [Cl:1][C:2]1[CH:10]=[CH:9][CH:8]=[C:7]2[C:3]=1[C:4]1([C:16]3=[CH:17][C:18]4[O:22][CH2:21][O:20][C:19]=4[CH:23]=[C:24]3[O:25][CH2:14]1)[C:5](=[O:13])[NH:6]2. The catalyst is O1CCCC1. The yield is 0.310. The reactants are [Cl:1][C:2]1[CH:10]=[CH:9][CH:8]=[C:7]2[C:3]=1[C:4]([C:16]1[C:24]([OH:25])=[CH:23][C:19]3[O:20][CH2:21][O:22][C:18]=3[CH:17]=1)([CH2:14]O)[C:5](=[O:13])[N:6]2CO.C(P(CCCC)CCCC)CCC.CC(OC(/N=N/C(OC(C)(C)C)=O)=O)(C)C.[OH-].[NH4+]. (4) The reactants are [CH2:1]([C:3]1[C:8](=[O:9])[NH:7][C:6]([CH3:10])=[C:5]([C:11]2[S:15][C:14]([S:16](Cl)(=[O:18])=[O:17])=[CH:13][CH:12]=2)[CH:4]=1)[CH3:2].[C:20]1([N:26]2[CH2:31][CH2:30][NH:29][CH2:28][CH2:27]2)[CH:25]=[CH:24][CH:23]=[CH:22][CH:21]=1.C(OCC)(=O)C. The catalyst is C(Cl)Cl. The product is [CH2:1]([C:3]1[C:8](=[O:9])[NH:7][C:6]([CH3:10])=[C:5]([C:11]2[S:15][C:14]([S:16]([N:29]3[CH2:30][CH2:31][N:26]([C:20]4[CH:25]=[CH:24][CH:23]=[CH:22][CH:21]=4)[CH2:27][CH2:28]3)(=[O:18])=[O:17])=[CH:13][CH:12]=2)[CH:4]=1)[CH3:2]. The yield is 0.950. (5) The yield is 0.800. No catalyst specified. The product is [NH2:2][C:3]1[C:4]2[C:14]([O:15][CH2:16][C:17]([NH:20][C:25](=[O:26])[C:24]3[CH:28]=[CH:29][N:30]=[C:22]([CH3:21])[CH:23]=3)([CH3:18])[CH3:19])=[CH:13][CH:12]=[CH:11][C:5]=2[NH:6][S:7](=[O:10])(=[O:9])[N:8]=1. The reactants are Cl.[NH2:2][C:3]1[C:4]2[C:14]([O:15][CH2:16][C:17]([NH2:20])([CH3:19])[CH3:18])=[CH:13][CH:12]=[CH:11][C:5]=2[NH:6][S:7](=[O:10])(=[O:9])[N:8]=1.[CH3:21][C:22]1[CH:23]=[C:24]([CH:28]=[CH:29][N:30]=1)[C:25](O)=[O:26]. (6) The reactants are [C:1]([C:5]1[C@H:6]2[CH2:11][C@H:9]([CH:10]=1)[N:8]([C@H](C1C=CC=CC=1)C)[C@H:7]2[C:20]([O:22][CH2:23][CH3:24])=[O:21])([CH3:4])([CH3:3])[CH3:2]. The catalyst is C(OCC)(=O)C.[OH-].[OH-].[Pd+2]. The product is [C:1]([CH:5]1[CH2:10][C@@H:9]2[CH2:11][C@@H:6]1[C@H:7]([C:20]([O:22][CH2:23][CH3:24])=[O:21])[NH:8]2)([CH3:4])([CH3:2])[CH3:3]. The yield is 0.230. (7) The reactants are [CH3:1][C:2]1[C:6]([C:7]2[CH:12]=[C:11]([C:13]3[C:14]([CH3:19])=[N:15][O:16][C:17]=3[CH3:18])[CH:10]=[C:9]([NH2:20])[C:8]=2[NH2:21])=[C:5]([CH3:22])[NH:4][N:3]=1.[C:23](OC)(OC)(OC)[O:24][CH3:25]. The catalyst is C(O)(=O)C. The product is [CH3:1][C:2]1[C:6]([C:7]2[C:8]3[N:21]=[C:23]([O:24][CH3:25])[NH:20][C:9]=3[CH:10]=[C:11]([C:13]3[C:14]([CH3:19])=[N:15][O:16][C:17]=3[CH3:18])[CH:12]=2)=[C:5]([CH3:22])[NH:4][N:3]=1. The yield is 0.120. (8) The reactants are Cl.[CH3:2][C:3]1[N:4]=[C:5]([C:13]2[CH:18]=[CH:17][CH:16]=[CH:15][CH:14]=2)[N:6]2[C:11]=1[CH:10]=[N:9][C:8]([NH2:12])=[N:7]2.I[C:20]1[CH:25]=[CH:24][CH:23]=[C:22]([C:26]([F:29])([F:28])[F:27])[CH:21]=1.C(P(C(C)(C)C)C1C=CC=CC=1C1C=CC=CC=1)(C)(C)C.CC(C)([O-])C.[Na+]. The catalyst is O1CCOCC1.C1C=CC(/C=C/C(/C=C/C2C=CC=CC=2)=O)=CC=1.C1C=CC(/C=C/C(/C=C/C2C=CC=CC=2)=O)=CC=1.C1C=CC(/C=C/C(/C=C/C2C=CC=CC=2)=O)=CC=1.[Pd].[Pd]. The product is [CH3:2][C:3]1[N:4]=[C:5]([C:13]2[CH:14]=[CH:15][CH:16]=[CH:17][CH:18]=2)[N:6]2[C:11]=1[CH:10]=[N:9][C:8]([NH:12][C:20]1[CH:25]=[CH:24][CH:23]=[C:22]([C:26]([F:29])([F:28])[F:27])[CH:21]=1)=[N:7]2. The yield is 0.810. (9) The reactants are [Cl:1][C:2]1[CH:3]=[C:4]([CH:26]=[CH:27][C:28]=1[F:29])[NH:5][C:6]1[C:15]2[C:10](=[CH:11][C:12]([O:24][CH3:25])=[CH:13][C:14]=2[O:16][CH2:17][C@@H:18]2[NH:22][CH2:21][C@H:20]([OH:23])[CH2:19]2)[N:9]=[CH:8][N:7]=1.[CH3:30][N:31]([CH3:36])[CH2:32][C:33](O)=[O:34]. No catalyst specified. The product is [Cl:1][C:2]1[CH:3]=[C:4]([CH:26]=[CH:27][C:28]=1[F:29])[NH:5][C:6]1[C:15]2[C:10](=[CH:11][C:12]([O:24][CH3:25])=[CH:13][C:14]=2[O:16][CH2:17][C@@H:18]2[N:22]([C:33](=[O:34])[CH2:32][N:31]([CH3:36])[CH3:30])[CH2:21][C@H:20]([OH:23])[CH2:19]2)[N:9]=[CH:8][N:7]=1. The yield is 0.720. (10) The reactants are [NH2:1][C@H:2]([C:6]([S:9][CH2:10][CH2:11][CH2:12][OH:13])([CH3:8])[CH3:7])[C:3]([OH:5])=[O:4].[CH2:14](N(CC)CC)[CH3:15].C(O[C:26]1[CH:31]=CC=[CH:28][C:27]=1[S:32](Cl)(=[O:34])=[O:33])#CCC.Cl.O1[CH2:42][CH2:41][O:40][CH2:39][CH2:38]1.O. No catalyst specified. The product is [CH2:39]([O:40][C:41]1[CH:42]=[CH:28][C:27]([S:32]([NH:1][C@H:2]([C:6]([S:9][CH2:10][CH2:11][CH2:12][OH:13])([CH3:8])[CH3:7])[C:3]([OH:5])=[O:4])(=[O:34])=[O:33])=[CH:26][CH:31]=1)[C:38]#[C:14][CH3:15]. The yield is 0.830.